From a dataset of Catalyst prediction with 721,799 reactions and 888 catalyst types from USPTO. Predict which catalyst facilitates the given reaction. Reactant: [N:1]1([CH2:7][C:8]2[CH:13]=[CH:12][C:11]([NH:14][C:15](=[S:37])[NH:16][NH:17][C:18](=O)[C:19]3[CH:24]=[C:23]([CH:25]([CH3:27])[CH3:26])[C:22]([O:28][CH2:29][O:30][CH3:31])=[CH:21][C:20]=3[O:32][CH2:33][O:34][CH3:35])=[CH:10][CH:9]=2)[CH2:6][CH2:5][O:4][CH2:3][CH2:2]1. Product: [CH:25]([C:23]1[C:22]([O:28][CH2:29][O:30][CH3:31])=[CH:21][C:20]([O:32][CH2:33][O:34][CH3:35])=[C:19]([C:18]2[N:14]([C:11]3[CH:12]=[CH:13][C:8]([CH2:7][N:1]4[CH2:6][CH2:5][O:4][CH2:3][CH2:2]4)=[CH:9][CH:10]=3)[C:15](=[S:37])[NH:16][N:17]=2)[CH:24]=1)([CH3:27])[CH3:26]. The catalyst class is: 74.